This data is from Full USPTO retrosynthesis dataset with 1.9M reactions from patents (1976-2016). The task is: Predict the reactants needed to synthesize the given product. (1) Given the product [Cl:17][C:18]1[C:27]2[C:22](=[CH:23][C:24]([O:30][CH2:32][CH2:33][CH2:34][N:35]3[CH2:40][CH2:39][N:38]([CH3:41])[CH2:37][C:36]3=[O:42])=[C:25]([O:28][CH3:29])[CH:26]=2)[N:21]=[CH:20][N:19]=1, predict the reactants needed to synthesize it. The reactants are: CC(OC(/N=N/C(OC(C)(C)C)=O)=O)(C)C.[Cl:17][C:18]1[C:27]2[C:22](=[CH:23][C:24]([OH:30])=[C:25]([O:28][CH3:29])[CH:26]=2)[N:21]=[CH:20][N:19]=1.O[CH2:32][CH2:33][CH2:34][N:35]1[CH2:40][CH2:39][N:38]([CH3:41])[CH2:37][C:36]1=[O:42].C1(P(C2C=CC=CC=2)C2C=CC=CC=2)C=CC=CC=1. (2) Given the product [O:23]([CH2:2][CH2:3][CH2:4][CH2:5][N:6]1[C:10](=[O:11])[C:9]2[C:8](=[CH:15][CH:14]=[CH:13][CH:12]=2)[C:7]1=[O:16])[C:17]1[CH:22]=[CH:21][CH:20]=[CH:19][CH:18]=1, predict the reactants needed to synthesize it. The reactants are: Br[CH2:2][CH2:3][CH2:4][CH2:5][N:6]1[C:10](=[O:11])[C:9]2=[CH:12][CH:13]=[CH:14][CH:15]=[C:8]2[C:7]1=[O:16].[C:17]1([OH:23])[CH:22]=[CH:21][CH:20]=[CH:19][CH:18]=1.C([O-])([O-])=O.[K+].[K+].CCOC(C)=O.